Dataset: Peptide-MHC class II binding affinity with 134,281 pairs from IEDB. Task: Regression. Given a peptide amino acid sequence and an MHC pseudo amino acid sequence, predict their binding affinity value. This is MHC class II binding data. (1) The peptide sequence is GLGWYKIEIDQDHQE. The MHC is DRB4_0101 with pseudo-sequence DRB4_0103. The binding affinity (normalized) is 0.575. (2) The peptide sequence is FFHMNIYECKGVTVK. The MHC is DRB1_1602 with pseudo-sequence DRB1_1602. The binding affinity (normalized) is 0.544. (3) The peptide sequence is PSTVKAGELEKIISRCQVCM. The MHC is DRB5_0101 with pseudo-sequence DRB5_0101. The binding affinity (normalized) is 0. (4) The peptide sequence is PKGGAESSSKAALTS. The MHC is DRB1_0401 with pseudo-sequence DRB1_0401. The binding affinity (normalized) is 0.211. (5) The peptide sequence is YDKFLANVSTVLTYK. The MHC is DRB1_0405 with pseudo-sequence DRB1_0405. The binding affinity (normalized) is 0.594. (6) The peptide sequence is EKKYFAATFFEPLAA. The MHC is DRB1_1602 with pseudo-sequence DRB1_1602. The binding affinity (normalized) is 0.621. (7) The peptide sequence is LMSFTILCLVPAYSF. The MHC is DRB5_0101 with pseudo-sequence DRB5_0101. The binding affinity (normalized) is 0.435.